From a dataset of Catalyst prediction with 721,799 reactions and 888 catalyst types from USPTO. Predict which catalyst facilitates the given reaction. (1) Reactant: [CH3:1][O:2][C:3]1[C:11]2[O:10]C(C3C=CC=CC=3)(C3C=CC=CC=3)[O:8][C:7]=2[CH:6]=[CH:5][C:4]=1[C:24](=[O:33])[CH2:25][NH:26][C:27]1([CH3:32])[CH2:31][CH2:30][CH2:29][CH2:28]1. Product: [OH:10][C:11]1[C:3]([O:2][CH3:1])=[C:4]([C:24](=[O:33])[CH2:25][NH:26][C:27]2([CH3:32])[CH2:31][CH2:30][CH2:29][CH2:28]2)[CH:5]=[CH:6][C:7]=1[OH:8]. The catalyst class is: 33. (2) Reactant: [NH2:1][NH2:2].[NH2:3]/[C:4](/C(Cl)(Cl)Cl)=[C:5](/[C:11]#[N:12])\[C:6]([O:8][CH2:9][CH3:10])=[O:7]. Product: [NH2:3][C:4]1[C:5]([C:6]([O:8][CH2:9][CH3:10])=[O:7])=[C:11]([NH2:12])[NH:2][N:1]=1. The catalyst class is: 3. (3) Reactant: [CH3:1][C:2]([C:8]1[C:13](=[O:14])[C:12]([CH3:15])=[C:11]([CH3:16])[C:10](=[O:17])[C:9]=1[CH3:18])([CH3:7])[CH2:3][C:4]([OH:6])=[O:5].[N+:19]([O-:33])([O:21][CH2:22][C@H:23]([O:29][N+:30]([O-:32])=[O:31])[CH2:24][CH2:25][CH2:26][CH2:27]O)=[O:20].CCN=C=NCCCN(C)C. Product: [CH3:7][C:2]([C:8]1[C:13](=[O:14])[C:12]([CH3:15])=[C:11]([CH3:16])[C:10](=[O:17])[C:9]=1[CH3:18])([CH3:1])[CH2:3][C:4]([O:6][CH2:27][CH2:26][CH2:25][CH2:24][C@@H:23]([O:29][N+:30]([O-:32])=[O:31])[CH2:22][O:21][N+:19]([O-:33])=[O:20])=[O:5]. The catalyst class is: 64.